This data is from Forward reaction prediction with 1.9M reactions from USPTO patents (1976-2016). The task is: Predict the product of the given reaction. Given the reactants FC(F)(F)C1C=C(NC(=O)[NH:11][C:12]2[CH:17]=[CH:16][C:15]([C:18]3[S:22][C:21]([CH2:23][CH2:24][C:25]([O:27][CH3:28])=[O:26])=[N:20][CH:19]=3)=[CH:14][CH:13]=2)C=CC=1.[Cl:32][C:33]1[CH:38]=[CH:37][C:36]([N:39]=[C:40]=[O:41])=[C:35]([O:42][C:43]2[CH:48]=[CH:47][CH:46]=[CH:45][CH:44]=2)[CH:34]=1, predict the reaction product. The product is: [Cl:32][C:33]1[CH:38]=[CH:37][C:36]([NH:39][C:40](=[O:41])[NH:11][C:12]2[CH:13]=[CH:14][C:15]([C:18]3[S:22][C:21]([CH2:23][CH2:24][C:25]([O:27][CH3:28])=[O:26])=[N:20][CH:19]=3)=[CH:16][CH:17]=2)=[C:35]([O:42][C:43]2[CH:44]=[CH:45][CH:46]=[CH:47][CH:48]=2)[CH:34]=1.